This data is from In vitro SARS-CoV-2 activity screen of 1,480 approved drugs from Prestwick library. The task is: Binary Classification. Given a drug SMILES string, predict its activity (active/inactive) in a high-throughput screening assay against a specified biological target. (1) The drug is CC(=O)NCCCS(=O)(=O)[O-].CC(=O)NCCCS(=O)(=O)[O-].[Ca+2]. The result is 0 (inactive). (2) The molecule is CC(C)NCC(O)COc1ccc(CCOCC2CC2)cc1.Cl. The result is 0 (inactive). (3) The drug is CCC(Cc1c(I)cc(I)c(N)c1I)C(=O)O. The result is 0 (inactive). (4) The result is 0 (inactive). The molecule is Nc1ccc(S(=O)(=O)Nc2ccnn2-c2ccccc2)cc1.